From a dataset of Full USPTO retrosynthesis dataset with 1.9M reactions from patents (1976-2016). Predict the reactants needed to synthesize the given product. (1) Given the product [Cl:5][CH2:6][C:7]([C:15]1[CH:16]=[CH:17][C:10]([OH:11])=[CH:12][C:13]=1[OH:14])=[O:8], predict the reactants needed to synthesize it. The reactants are: [Cl-].[Al+3].[Cl-].[Cl-].[Cl:5][CH2:6][C:7](Cl)=[O:8].[C:10]1([CH:17]=[CH:16][CH:15]=[C:13]([OH:14])[CH:12]=1)[OH:11].Cl. (2) Given the product [C:21]([C:20]1[CH:23]=[CH:24][C:17]([N:8]2[C@@H:7]3[C@@H:15]4[C@@H:10]([C@:11]5([CH3:14])[O:13][C@@:3]4([CH2:4][CH2:5][O:6]3)/[C:2](=[CH:32]/[C:31]([O:30][CH3:29])=[O:52])/[CH2:12]5)[C:9]2=[O:16])=[CH:18][C:19]=1[C:25]([F:26])([F:27])[F:28])#[N:22], predict the reactants needed to synthesize it. The reactants are: O[C@H:2]1[CH2:12][C@@:11]2([CH3:14])[O:13][C@@:3]31[C@@H:15]1[C@@H:7]([N:8]([C:17]4[CH:24]=[CH:23][C:20]([C:21]#[N:22])=[C:19]([C:25]([F:28])([F:27])[F:26])[CH:18]=4)[C:9](=[O:16])[C@H:10]21)[O:6][CH2:5][CH2:4]3.[CH3:29][O:30][C:31](=[O:52])[CH:32]=P(C1C=CC=CC=1)(C1C=CC=CC=1)C1C=CC=CC=1.